Dataset: Forward reaction prediction with 1.9M reactions from USPTO patents (1976-2016). Task: Predict the product of the given reaction. (1) Given the reactants ClC1C(F)=CC(F)=C(C=1)C(NS(C)(=O)=O)=O.[Cl:17][C:18]1[C:19](F)=[CH:20][C:21]([F:33])=[C:22]([CH:32]=1)[C:23]([NH:25][S:26](=[O:31])(=[O:30])[N:27]([CH3:29])[CH3:28])=[O:24].C12(CO)CC3CC(CC(C3)C1)C2.[CH3:47][C@@:48]12[C@H:56]([OH:57])[CH2:55][C@@H:51]([C:52]1([CH3:54])[CH3:53])[CH2:50][CH2:49]2, predict the reaction product. The product is: [Cl:17][C:18]1[C:19]([O:57][C@@H:56]2[CH2:55][C@H:51]3[C:52]([CH3:54])([CH3:53])[C@:48]2([CH3:47])[CH2:49][CH2:50]3)=[CH:20][C:21]([F:33])=[C:22]([CH:32]=1)[C:23]([NH:25][S:26](=[O:31])(=[O:30])[N:27]([CH3:29])[CH3:28])=[O:24]. (2) Given the reactants [N:1]1([C:6]([O:8][C:9]2([CH2:13][C:14]3[CH:19]=[CH:18][CH:17]=[CH:16][CH:15]=3)[CH2:12][CH2:11][CH2:10]2)=[O:7])[CH:5]=[CH:4]N=[CH:2]1.Cl.[O:21]1[C@H:28]2[C@H](NCC2)[C@@H:23]([OH:29])[CH2:22]1.C(N(CC)CC)C, predict the reaction product. The product is: [OH:29][C@@H:23]1[C@H:2]2[N:1]([C:6]([O:8][C:9]3([CH2:13][C:14]4[CH:19]=[CH:18][CH:17]=[CH:16][CH:15]=4)[CH2:12][CH2:11][CH2:10]3)=[O:7])[CH2:5][CH2:4][C@H:28]2[O:21][CH2:22]1. (3) Given the reactants [F:1][C:2]1[C:10]([NH:11][S:12]([CH2:15][CH2:16]C)(=[O:14])=[O:13])=[CH:9][CH:8]=[C:7]([F:18])[C:3]=1C(O)=O.C([N:21](CC)CC)C.C1C=CC(OP(OC2C=CC=CC=2)(N=[N+]=[N-])=O)=CC=1.O, predict the reaction product. The product is: [NH2:21][C:3]1[C:2]([F:1])=[C:10]([NH:11][S:12]([CH2:15][CH3:16])(=[O:14])=[O:13])[CH:9]=[CH:8][C:7]=1[F:18]. (4) Given the reactants [Cl:1][C:2]1[CH:3]=[C:4]([N+:10]([O-:12])=[O:11])[CH:5]=[C:6]([Cl:9])[C:7]=1Cl.[CH:13]1[C:22]2[C:17](=[CH:18][CH:19]=[CH:20][CH:21]=2)[CH:16]=[CH:15][C:14]=1[SH:23].CN(C=O)C, predict the reaction product. The product is: [Cl:9][C:6]1[CH:5]=[C:4]([N+:10]([O-:12])=[O:11])[CH:3]=[C:2]([Cl:1])[C:7]=1[S:23][C:14]1[CH:15]=[CH:16][C:17]2[C:22](=[CH:21][CH:20]=[CH:19][CH:18]=2)[CH:13]=1. (5) Given the reactants C[O:2][C:3](=[O:26])[CH2:4][C:5]1[CH:10]=[C:9]([O:11][C:12]2[S:13][C:14]([C:17]3[CH:22]=[CH:21][CH:20]=[CH:19][CH:18]=3)=[CH:15][CH:16]=2)[CH:8]=[C:7]([O:23][CH2:24][CH3:25])[CH:6]=1.O1CCCC1.[OH-].[Li+].Cl, predict the reaction product. The product is: [CH2:24]([O:23][C:7]1[CH:6]=[C:5]([CH2:4][C:3]([OH:26])=[O:2])[CH:10]=[C:9]([O:11][C:12]2[S:13][C:14]([C:17]3[CH:22]=[CH:21][CH:20]=[CH:19][CH:18]=3)=[CH:15][CH:16]=2)[CH:8]=1)[CH3:25].